From a dataset of Forward reaction prediction with 1.9M reactions from USPTO patents (1976-2016). Predict the product of the given reaction. (1) The product is: [Cl:18][C:17]1[CH:16]=[CH:15][C:13]([NH:14][C:25]2[C:33]3[C:28](=[CH:29][N:30]=[CH:31][CH:32]=3)[O:27][C:26]=2[C:34]2[N:39]=[CH:38][CH:37]=[CH:36][N:35]=2)=[CH:12][C:11]=1[OH:10]. Given the reactants C(OC[O:10][C:11]1[CH:12]=[C:13]([CH:15]=[CH:16][C:17]=1[Cl:18])[NH2:14])C1C=CC=CC=1.FC(F)(F)S(O[C:25]1[C:33]2[C:28](=[CH:29][N:30]=[CH:31][CH:32]=2)[O:27][C:26]=1[C:34]1[N:39]=[CH:38][CH:37]=[CH:36][N:35]=1)(=O)=O, predict the reaction product. (2) Given the reactants ClC1C=C(C=CC=1)C(O)=[O:6].O.[N:12]1[C:21]2[C:16](=[C:17]3[CH:29]=[CH:28][CH:27]=[CH:26][C:18]3=[C:19]3[CH:25]=[CH:24][CH:23]=[CH:22][C:20]3=2)[N:15]=[CH:14][CH:13]=1, predict the reaction product. The product is: [N+:12]1([O-:6])[C:21]2[C:16](=[C:17]3[CH:29]=[CH:28][CH:27]=[CH:26][C:18]3=[C:19]3[CH:25]=[CH:24][CH:23]=[CH:22][C:20]3=2)[N:15]=[CH:14][CH:13]=1. (3) Given the reactants [CH2:1]1[O:13][C:12]2[CH:11]=[C:10]3[C:5]([C:6]([N:14]([CH2:24][CH2:25][N:26]([CH3:28])[CH3:27])[C:15](=[O:23])[C:16]4[CH:21]=[CH:20][CH:19]=[CH:18][C:17]=4I)=[CH:7][CH:8]=[N:9]3)=[CH:4][C:3]=2[O:2]1.C(Cl)(=O)C(Cl)=O.IC1C=CC=CC=1C(O)=O.C1OC2C=C3C(C(NCCN(C)C)=CC=N3)=CC=2O1.C(N(CC)CC)C, predict the reaction product. The product is: [CH2:1]1[O:2][C:3]2=[CH:4][C:5]3[C:10]([CH:11]=[C:12]2[O:13]1)=[N:9][CH:8]=[C:7]1[C:6]=3[N:14]([CH2:24][CH2:25][N:26]([CH3:28])[CH3:27])[C:15](=[O:23])[C:16]2[CH:21]=[CH:20][CH:19]=[CH:18][C:17]1=2. (4) Given the reactants [NH2:1][C:2]1[S:3][C:4]2[C:9]([NH:10][C@H:11]([CH2:14][CH2:15][CH3:16])[CH2:12][OH:13])=[N:8][C:7]([SH:17])=[N:6][C:5]=2[N:18]=1.[Cl:19][C:20]1[CH:25]=[CH:24][C:23]([C@H:26](Cl)[CH3:27])=[CH:22][N:21]=1, predict the reaction product. The product is: [NH2:1][C:2]1[S:3][C:4]2[C:9]([NH:10][C@H:11]([CH2:14][CH2:15][CH3:16])[CH2:12][OH:13])=[N:8][C:7]([S:17][C@H:26]([C:23]3[CH:22]=[N:21][C:20]([Cl:19])=[CH:25][CH:24]=3)[CH3:27])=[N:6][C:5]=2[N:18]=1. (5) Given the reactants [NH2:1][CH:2]1[CH2:7][CH2:6][N:5]([C:8]([N:10]2[C@@:14]([C:16]3[CH:21]=[CH:20][C:19]([Cl:22])=[CH:18][CH:17]=3)([CH3:15])[C@@:13]([C:24]3[CH:29]=[CH:28][C:27]([Cl:30])=[CH:26][CH:25]=3)([CH3:23])[N:12]=[C:11]2[C:31]2[CH:32]=[N:33][C:34]([C:40]([CH3:43])([CH3:42])[CH3:41])=[CH:35][C:36]=2[O:37][CH2:38][CH3:39])=[O:9])[CH2:4][CH2:3]1.[C:44]1([N:50]=[C:51]=[O:52])[CH:49]=[CH:48][CH:47]=[CH:46][CH:45]=1, predict the reaction product. The product is: [C:40]([C:34]1[N:33]=[CH:32][C:31]([C:11]2[N:10]([C:8]([N:5]3[CH2:4][CH2:3][CH:2]([NH:1][C:51]([NH:50][C:44]4[CH:49]=[CH:48][CH:47]=[CH:46][CH:45]=4)=[O:52])[CH2:7][CH2:6]3)=[O:9])[C@@:14]([C:16]3[CH:21]=[CH:20][C:19]([Cl:22])=[CH:18][CH:17]=3)([CH3:15])[C@@:13]([C:24]3[CH:29]=[CH:28][C:27]([Cl:30])=[CH:26][CH:25]=3)([CH3:23])[N:12]=2)=[C:36]([O:37][CH2:38][CH3:39])[CH:35]=1)([CH3:42])([CH3:41])[CH3:43]. (6) Given the reactants [CH:1]1([N:7]2[C:12](=[O:13])[C:11]([C:14]([NH:16][CH2:17][C:18]([O:20]CC)=[O:19])=[O:15])=[C:10]([OH:23])[C:9]([C:24]([O:26]C)=O)=[C:8]2[OH:28])[CH2:6][CH2:5][CH2:4][CH2:3][CH2:2]1.[CH2:29]([NH2:33])[CH:30]([CH3:32])[CH3:31].[OH-].[Na+].Cl, predict the reaction product. The product is: [CH:1]1([N:7]2[C:8]([OH:28])=[C:9]([C:24]([NH:33][CH2:29][CH:30]([CH3:32])[CH3:31])=[O:26])[C:10]([OH:23])=[C:11]([C:14]([NH:16][CH2:17][C:18]([OH:20])=[O:19])=[O:15])[C:12]2=[O:13])[CH2:2][CH2:3][CH2:4][CH2:5][CH2:6]1. (7) Given the reactants Cl[C:2]1[C:7]([C:8]([F:11])([F:10])[F:9])=[CH:6][N:5]=[C:4]([NH:12][C:13]2[CH:27]=[CH:26][C:16]([CH2:17][P:18](=[O:25])([O:22][CH2:23][CH3:24])[O:19][CH2:20][CH3:21])=[CH:15][C:14]=2[O:28][CH3:29])[N:3]=1.[NH2:30][C:31]1[CH:32]=[CH:33][C:34]([C@H:42]2[CH2:47][CH2:46][C@H:45]([C:48]([O:50][CH2:51][CH3:52])=[O:49])[CH2:44][CH2:43]2)=[C:35]2[C:39]=1[C:38](=[O:40])[N:37]([CH3:41])[CH2:36]2, predict the reaction product. The product is: [CH2:20]([O:19][P:18]([CH2:17][C:16]1[CH:26]=[CH:27][C:13]([NH:12][C:4]2[N:3]=[C:2]([NH:30][C:31]3[CH:32]=[CH:33][C:34]([C@H:42]4[CH2:43][CH2:44][C@H:45]([C:48]([O:50][CH2:51][CH3:52])=[O:49])[CH2:46][CH2:47]4)=[C:35]4[C:39]=3[C:38](=[O:40])[N:37]([CH3:41])[CH2:36]4)[C:7]([C:8]([F:11])([F:10])[F:9])=[CH:6][N:5]=2)=[C:14]([O:28][CH3:29])[CH:15]=1)([O:22][CH2:23][CH3:24])=[O:25])[CH3:21].